This data is from Forward reaction prediction with 1.9M reactions from USPTO patents (1976-2016). The task is: Predict the product of the given reaction. Given the reactants [Cl:1][C:2]1[CH:3]=[C:4]([CH:6]=[CH:7][CH:8]=1)[NH2:5].[C:9]([C:15](OC)=[O:16])#[C:10][C:11]([O:13][CH3:14])=[O:12], predict the reaction product. The product is: [CH3:14][O:13][C:11]([C:10]1[CH:9]=[C:15]([OH:16])[C:6]2[C:4](=[CH:3][C:2]([Cl:1])=[CH:8][CH:7]=2)[N:5]=1)=[O:12].